Predict the reactants needed to synthesize the given product. From a dataset of Full USPTO retrosynthesis dataset with 1.9M reactions from patents (1976-2016). (1) Given the product [Cl-:20].[C:1]([C:3]1([CH2:16][CH:17]([CH3:19])[CH3:18])[CH2:8][CH2:7][NH2+:6][CH2:5][CH2:4]1)#[N:2].[ClH:20], predict the reactants needed to synthesize it. The reactants are: [C:1]([C:3]1([CH2:16][CH:17]([CH3:19])[CH3:18])[CH2:8][CH2:7][N:6](C(OC(C)(C)C)=O)[CH2:5][CH2:4]1)#[N:2].[ClH:20].O1CCOCC1. (2) Given the product [CH2:1]([O:5][C:6]([C:8]1[C:9]([OH:26])=[C:10]2[CH:17]=[C:16]([C:18]3[CH:19]=[CH:20][C:21]([O:24][CH3:25])=[CH:22][CH:23]=3)[S:15][C:11]2=[CH:12][N:13]=1)=[O:7])[CH2:2][CH2:3][CH3:4], predict the reactants needed to synthesize it. The reactants are: [CH2:1]([O:5][C:6]([C:8]1[C:9]([OH:26])=[C:10]2[CH:17]=[C:16]([C:18]3[CH:23]=[CH:22][C:21]([O:24][CH3:25])=[CH:20][CH:19]=3)[S:15][C:11]2=[C:12](Cl)[N:13]=1)=[O:7])[CH2:2][CH2:3][CH3:4].C(OC(C1N=C(Cl)C2C=C(C3C=CC(OC)=CC=3)SC=2C=1O)=O)CCC. (3) Given the product [Cl:58][C:8]1[S:9][C:5]([CH2:4][C:3]2[CH:11]=[C:12]([C@H:15]3[C@H:20]([O:21][CH2:22][C:23]4[CH:24]=[CH:25][CH:26]=[CH:27][CH:28]=4)[C@@H:19]([O:29][CH2:30][C:31]4[CH:36]=[CH:35][CH:34]=[CH:33][CH:32]=4)[C@H:18]([O:37][CH2:38][C:39]4[CH:44]=[CH:43][CH:42]=[CH:41][CH:40]=4)[C@@H:17]([CH2:45][O:46][CH2:47][C:48]4[CH:49]=[CH:50][CH:51]=[CH:52][CH:53]=4)[O:16]3)[CH:13]=[CH:14][C:2]=2[Cl:1])=[N:6][N:7]=1, predict the reactants needed to synthesize it. The reactants are: [Cl:1][C:2]1[CH:14]=[CH:13][C:12]([C@H:15]2[C@H:20]([O:21][CH2:22][C:23]3[CH:28]=[CH:27][CH:26]=[CH:25][CH:24]=3)[C@@H:19]([O:29][CH2:30][C:31]3[CH:36]=[CH:35][CH:34]=[CH:33][CH:32]=3)[C@H:18]([O:37][CH2:38][C:39]3[CH:44]=[CH:43][CH:42]=[CH:41][CH:40]=3)[C@@H:17]([CH2:45][O:46][CH2:47][C:48]3[CH:53]=[CH:52][CH:51]=[CH:50][CH:49]=3)[O:16]2)=[CH:11][C:3]=1[CH2:4][C:5]1[S:9][C:8](N)=[N:7][N:6]=1.N([O-])=O.[Na+].[ClH:58]. (4) Given the product [CH3:19][O:20][C:21]1[CH:22]=[C:23]([C:2]2[CH:3]=[CH:4][C:5]3[N:6]([C:8]([C:11]4[CH:16]=[CH:15][CH:14]=[CH:13][C:12]=4[O:17][CH3:18])=[N:9][N:10]=3)[N:7]=2)[CH:24]=[CH:25][C:26]=1[O:27][CH3:28], predict the reactants needed to synthesize it. The reactants are: Cl[C:2]1[CH:3]=[CH:4][C:5]2[N:6]([C:8]([C:11]3[CH:16]=[CH:15][CH:14]=[CH:13][C:12]=3[O:17][CH3:18])=[N:9][N:10]=2)[N:7]=1.[CH3:19][O:20][C:21]1[CH:22]=[C:23](B(O)O)[CH:24]=[CH:25][C:26]=1[O:27][CH3:28].C([O-])([O-])=O.[Na+].[Na+].